From a dataset of Forward reaction prediction with 1.9M reactions from USPTO patents (1976-2016). Predict the product of the given reaction. (1) Given the reactants [CH3:1][O:2][C:3]1[CH:8]=[C:7]([NH2:9])[CH:6]=[CH:5][N:4]=1.CCN(C(C)C)C(C)C.[F:19][C:20]1[CH:28]=[C:27]([C:29]([F:32])([F:31])[F:30])[CH:26]=[C:25]([C:33]([F:36])([F:35])[F:34])[C:21]=1[C:22](Cl)=[O:23], predict the reaction product. The product is: [F:19][C:20]1[CH:28]=[C:27]([C:29]([F:31])([F:32])[F:30])[CH:26]=[C:25]([C:33]([F:34])([F:35])[F:36])[C:21]=1[C:22]([NH:9][C:7]1[CH:6]=[CH:5][N:4]=[C:3]([O:2][CH3:1])[CH:8]=1)=[O:23]. (2) The product is: [CH3:1][C:2]1[CH:9]=[CH:8][C:5]([CH2:6][NH:7][C:16]2[CH:17]=[N:18][CH:19]=[CH:11][C:12]=2[C:13]([OH:15])=[O:14])=[CH:4][CH:3]=1. Given the reactants [CH3:1][C:2]1[CH:9]=[CH:8][C:5]([CH2:6][NH2:7])=[CH:4][CH:3]=1.F[C:11]1[CH:19]=[N:18][CH:17]=[CH:16][C:12]=1[C:13]([OH:15])=[O:14], predict the reaction product. (3) Given the reactants Br[C:2]1[CH:24]=[C:23]([F:25])[CH:22]=[CH:21][C:3]=1[O:4][CH2:5][C:6]([N:8]([CH:18]([CH3:20])[CH3:19])[NH:9][C:10](=[O:17])[C:11]1[CH:16]=[CH:15][CH:14]=[CH:13][CH:12]=1)=[O:7].C([O-])([O-])=O.[Na+].[Na+].[CH3:32][O:33][C:34]1[CH:39]=[CH:38][C:37](B(O)O)=[CH:36][CH:35]=1, predict the reaction product. The product is: [F:25][C:23]1[CH:22]=[CH:21][C:3]([O:4][CH2:5][C:6]([N:8]([CH:18]([CH3:20])[CH3:19])[NH:9][C:10](=[O:17])[C:11]2[CH:16]=[CH:15][CH:14]=[CH:13][CH:12]=2)=[O:7])=[C:2]([C:37]2[CH:38]=[CH:39][C:34]([O:33][CH3:32])=[CH:35][CH:36]=2)[CH:24]=1. (4) Given the reactants [C:1]([O:5][C:6]([N:8]1[CH2:13][CH2:12][CH:11]([C:14]2[O:23][C:17]3=[CH:18][N:19]=[C:20](Cl)[CH:21]=[C:16]3[CH:15]=2)[CH2:10][CH2:9]1)=[O:7])([CH3:4])([CH3:3])[CH3:2].[C:24]([C:26]1[CH:31]=[CH:30][C:29](B(O)O)=[CH:28][C:27]=1[F:35])#[N:25], predict the reaction product. The product is: [C:1]([O:5][C:6]([N:8]1[CH2:13][CH2:12][CH:11]([C:14]2[O:23][C:17]3=[CH:18][N:19]=[C:20]([C:29]4[CH:30]=[CH:31][C:26]([C:24]#[N:25])=[C:27]([F:35])[CH:28]=4)[CH:21]=[C:16]3[CH:15]=2)[CH2:10][CH2:9]1)=[O:7])([CH3:4])([CH3:3])[CH3:2]. (5) Given the reactants [CH2:1]([C:8]1[C:9](=[O:27])[CH2:10][CH2:11][C:12]2([CH2:23][CH2:24][CH2:25][CH3:26])[C:20]=1[C:19]1[C:14](=[CH:15][C:16]([O:21]C)=[CH:17][CH:18]=1)[CH2:13]2)[C:2]1[CH:7]=[CH:6][CH:5]=[CH:4][CH:3]=1.B(Br)(Br)Br, predict the reaction product. The product is: [CH2:1]([C:8]1[C:9](=[O:27])[CH2:10][CH2:11][C:12]2([CH2:23][CH2:24][CH2:25][CH3:26])[C:20]=1[C:19]1[C:14](=[CH:15][C:16]([OH:21])=[CH:17][CH:18]=1)[CH2:13]2)[C:2]1[CH:3]=[CH:4][CH:5]=[CH:6][CH:7]=1.